Predict the reactants needed to synthesize the given product. From a dataset of Retrosynthesis with 50K atom-mapped reactions and 10 reaction types from USPTO. (1) Given the product C[C@@H]1C[C@H]2[C@@H]3CCC4=CC(=O)CCC4=C3CC[C@]2(C)C1=O, predict the reactants needed to synthesize it. The reactants are: C[C@@H]1C[C@H]2[C@@H]3CCC4=CC(=O)CCC4=C3CC[C@]2(C)[C@H]1O. (2) Given the product Cc1ccc(S(=O)(=O)n2c(-c3cnn(C4CCNCC4)c3)cc3c(-c4cnc(C5(O)CCC5)s4)c(Cl)cnc32)cc1, predict the reactants needed to synthesize it. The reactants are: Cc1ccc(S(=O)(=O)n2c(-c3cnn(C4CCN(C(=O)OC(C)(C)C)CC4)c3)cc3c(-c4cnc(C5(O)CCC5)s4)c(Cl)cnc32)cc1. (3) The reactants are: CCOC(=O)c1cccc(Nc2c(C(N)=O)cnc3cc(-c4ccnc(C)c4)ccc23)c1. Given the product Cc1cc(-c2ccc3c(Nc4cccc(C(=O)O)c4)c(C(N)=O)cnc3c2)ccn1, predict the reactants needed to synthesize it. (4) Given the product COc1ncc(F)cc1-c1ccc(C(C)NS(=O)(=O)c2cn(C)nc2C(F)(F)F)cc1, predict the reactants needed to synthesize it. The reactants are: COc1ncc(F)cc1-c1ccc(C(C)N)cc1.Cn1cc(S(=O)(=O)Cl)c(C(F)(F)F)n1. (5) Given the product Fc1cc(Br)cc(F)c1OC1CCC(OCc2ccccc2)CC1, predict the reactants needed to synthesize it. The reactants are: CS(=O)(=O)OC1CCC(OCc2ccccc2)CC1.Oc1c(F)cc(Br)cc1F.